Regression/Classification. Given a drug SMILES string, predict its toxicity properties. Task type varies by dataset: regression for continuous values (e.g., LD50, hERG inhibition percentage) or binary classification for toxic/non-toxic outcomes (e.g., AMES mutagenicity, cardiotoxicity, hepatotoxicity). Dataset: herg_karim. From a dataset of hERG potassium channel inhibition data for cardiac toxicity prediction from Karim et al.. The drug is O=C(/C=C/c1ccc(CNCCc2c[nH]c3ccccc23)cc1)NO. The result is 0 (non-blocker).